This data is from Full USPTO retrosynthesis dataset with 1.9M reactions from patents (1976-2016). The task is: Predict the reactants needed to synthesize the given product. (1) Given the product [F:8][C:6]1[CH:5]=[C:4]([CH2:9][C:10]([NH:12][C@H:13]([C:15]([NH:18][CH:19]2[N:25]=[C:24]([C:26]3[CH:31]=[CH:30][CH:29]=[CH:28][CH:27]=3)[C:23]3[CH:32]=[CH:33][CH:34]=[CH:35][C:22]=3[N:21]([CH2:36][CH3:37])[C:20]2=[O:38])=[O:17])[CH3:14])=[O:11])[CH:3]=[C:2]([F:1])[CH:7]=1, predict the reactants needed to synthesize it. The reactants are: [F:1][C:2]1[CH:3]=[C:4]([CH2:9][C:10]([NH:12][C@H:13]([C:15]([OH:17])=O)[CH3:14])=[O:11])[CH:5]=[C:6]([F:8])[CH:7]=1.[NH2:18][CH:19]1[N:25]=[C:24]([C:26]2[CH:31]=[CH:30][CH:29]=[CH:28][CH:27]=2)[C:23]2[CH:32]=[CH:33][CH:34]=[CH:35][C:22]=2[N:21]([CH2:36][CH3:37])[C:20]1=[O:38]. (2) Given the product [Cl:1][C:2]1[N:7]=[CH:6][C:5]2[C:8]([CH3:21])([CH3:20])[C:9](=[O:19])[NH:10][C:4]=2[CH:3]=1, predict the reactants needed to synthesize it. The reactants are: [Cl:1][C:2]1[N:7]=[CH:6][C:5]2[C:8]([CH3:21])([CH3:20])[C:9](=[O:19])[N:10](COCC[Si](C)(C)C)[C:4]=2[CH:3]=1.C(O)(C(F)(F)F)=O.N1CCNCC1.O. (3) Given the product [C:25]([O:24][C:23](=[O:29])[NH:22][C:20]1[N:19]([CH3:18])[C:3](=[O:17])[C:4]([CH3:15])([CH3:16])[C@:5]([C:7]2[CH:12]=[CH:11][CH:10]=[CH:9][C:8]=2[F:13])([CH3:6])[N:14]=1)([CH3:28])([CH3:27])[CH3:26], predict the reactants needed to synthesize it. The reactants are: CO[C:3](=[O:17])[C:4]([CH3:16])([CH3:15])[C@:5]([NH2:14])([C:7]1[CH:12]=[CH:11][CH:10]=[CH:9][C:8]=1[F:13])[CH3:6].[CH3:18][NH:19][C:20]([NH:22][C:23](=[O:29])[O:24][C:25]([CH3:28])([CH3:27])[CH3:26])=S. (4) Given the product [C:1]([O:9][CH2:10][CH2:11][C:12]([OH:17])([CH3:16])[CH2:13][CH2:14][Br:19])(=[O:8])[C:2]1[CH:7]=[CH:6][CH:5]=[CH:4][CH:3]=1, predict the reactants needed to synthesize it. The reactants are: [C:1]([O:9][CH2:10][CH2:11][C:12]([OH:17])([CH3:16])[CH2:13][CH2:14]O)(=[O:8])[C:2]1[CH:7]=[CH:6][CH:5]=[CH:4][CH:3]=1.C(Br)(Br)(Br)[Br:19].C1(P(C2C=CC=CC=2)C2C=CC=CC=2)C=CC=CC=1.O. (5) The reactants are: [CH3:1][C:2]1([C:5](O)=O)[CH2:4][CH2:3]1.[NH2:8][NH:9][C:10]([NH2:12])=[S:11].P(Cl)(Cl)(Cl)=O. Given the product [CH3:1][C:2]1([C:5]2[S:11][C:10]([NH2:12])=[N:9][N:8]=2)[CH2:4][CH2:3]1, predict the reactants needed to synthesize it. (6) Given the product [Cl:11][C:8]1[CH:9]=[CH:10][N:6]2[C:7]=1[C:2]([O:22][C:14]1[CH:15]=[CH:16][C:17]([N+:19]([O-:21])=[O:20])=[CH:18][C:13]=1[F:12])=[N:3][CH:4]=[N:5]2, predict the reactants needed to synthesize it. The reactants are: Cl[C:2]1[C:7]2=[C:8]([Cl:11])[CH:9]=[CH:10][N:6]2[N:5]=[CH:4][N:3]=1.[F:12][C:13]1[CH:18]=[C:17]([N+:19]([O-:21])=[O:20])[CH:16]=[CH:15][C:14]=1[OH:22].C(=O)([O-])[O-].[K+].[K+]. (7) Given the product [NH2:25][C:23]1[CH2:22][CH2:21][CH2:20][CH2:19][CH:18]([CH2:17][CH2:16][C:14]2[NH:13][C:10]3=[N:11][CH:12]=[C:7]([C:1]4[CH:2]=[CH:3][C:4]([S:35]([NH:34][C:28]5[CH:29]=[CH:30][C:31]([CH3:33])=[CH:32][C:27]=5[F:26])(=[O:36])=[O:37])=[CH:5][CH:6]=4)[CH:8]=[C:9]3[N:15]=2)[N:24]=1, predict the reactants needed to synthesize it. The reactants are: [C:1]1([C:7]2[CH:8]=[C:9]3[N:15]=[C:14]([CH2:16][CH2:17][CH:18]4[N:24]=[C:23]([NH2:25])[CH2:22][CH2:21][CH2:20][CH2:19]4)[NH:13][C:10]3=[N:11][CH:12]=2)[CH:6]=[CH:5][CH:4]=[CH:3][CH:2]=1.[F:26][C:27]1[CH:32]=[C:31]([CH3:33])[CH:30]=[CH:29][C:28]=1[NH:34][S:35](C1C=CC(C2C=C3N=C(CCC4CCCCC(=S)N4)NC3=NC=2)=CC=1)(=[O:37])=[O:36].N.